Task: Predict the reactants needed to synthesize the given product.. Dataset: Retrosynthesis with 50K atom-mapped reactions and 10 reaction types from USPTO (1) Given the product CC(C)(C)OC(=O)CN1CCN(Cc2ccc(-c3ccccc3)cc2)S1(=O)=O, predict the reactants needed to synthesize it. The reactants are: CC(C)(C)OC(=O)CCl.O=S1(=O)NCCN1Cc1ccc(-c2ccccc2)cc1. (2) Given the product CN1C(=O)C[C@H](c2ccccc2)[C@@H]1[C@H](O)c1ccc(-c2ccc(F)c(Cl)c2)s1, predict the reactants needed to synthesize it. The reactants are: CN1C(=O)C[C@H](c2ccccc2)[C@@H]1[C@H](O)c1ccc(Br)s1.OB(O)c1ccc(F)c(Cl)c1.